This data is from Full USPTO retrosynthesis dataset with 1.9M reactions from patents (1976-2016). The task is: Predict the reactants needed to synthesize the given product. (1) Given the product [Br:8][C:9]1[CH:10]=[CH:11][C:12]([CH2:13][C:14]2([C:26]([NH:31][CH2:32][CH:33]([OH:40])[CH2:34][C:35]([CH3:39])([CH3:38])[CH2:36][CH3:37])=[O:28])[CH2:18][CH2:17][CH2:16][N:15]2[C:19]([O:21][C:22]([CH3:25])([CH3:24])[CH3:23])=[O:20])=[CH:29][CH:30]=1, predict the reactants needed to synthesize it. The reactants are: CN1CCOCC1.[Br:8][C:9]1[CH:30]=[CH:29][C:12]([CH2:13][C@@:14]2([C:26]([OH:28])=O)[CH2:18][CH2:17][CH2:16][N:15]2[C:19]([O:21][C:22]([CH3:25])([CH3:24])[CH3:23])=[O:20])=[CH:11][CH:10]=1.[NH2:31][CH2:32][CH:33]([OH:40])[CH2:34][C:35]([CH3:39])([CH3:38])[CH2:36][CH3:37].Cl.CN(C)CCCN=C=NCC.OC1C2N=NNC=2C=CC=1. (2) Given the product [C:1]([C:5]1[CH:10]=[CH:9][N+:8]([O-:11])=[CH:7][CH:6]=1)([CH3:4])([CH3:3])[CH3:2], predict the reactants needed to synthesize it. The reactants are: [C:1]([C:5]1[CH:10]=[CH:9][N:8]=[CH:7][CH:6]=1)([CH3:4])([CH3:3])[CH3:2].[OH:11]O. (3) Given the product [ClH:39].[ClH:39].[F:1][C:2]1[CH:3]=[CH:4][CH:5]=[C:6]2[C:10]=1[N:9]([C:11]1[N:15]=[C:14]([CH:16]3[CH2:21][CH2:20][N:19]([CH2:22][CH:23]4[CH2:28][CH2:27][NH:26][CH2:25][CH2:24]4)[CH2:18][CH2:17]3)[O:13][N:12]=1)[N:8]=[C:7]2[CH:36]([CH3:38])[CH3:37], predict the reactants needed to synthesize it. The reactants are: [F:1][C:2]1[CH:3]=[CH:4][CH:5]=[C:6]2[C:10]=1[N:9]([C:11]1[N:15]=[C:14]([CH:16]3[CH2:21][CH2:20][N:19]([CH2:22][CH:23]4[CH2:28][CH2:27][N:26](C(OC(C)(C)C)=O)[CH2:25][CH2:24]4)[CH2:18][CH2:17]3)[O:13][N:12]=1)[N:8]=[C:7]2[CH:36]([CH3:38])[CH3:37].[ClH:39].O1CCOCC1. (4) Given the product [C:21]([C:23]1[CH:24]=[C:25]([S:30]([N:6]([C:7]2[CH:14]=[CH:13][C:10]([C:11]#[N:12])=[CH:9][N:8]=2)[CH2:5][C:4]2[CH:15]=[CH:16][C:17]([O:19][CH3:20])=[CH:18][C:3]=2[O:2][CH3:1])(=[O:32])=[O:31])[CH:26]=[CH:27][C:28]=1[F:29])#[N:22], predict the reactants needed to synthesize it. The reactants are: [CH3:1][O:2][C:3]1[CH:18]=[C:17]([O:19][CH3:20])[CH:16]=[CH:15][C:4]=1[CH2:5][NH:6][C:7]1[CH:14]=[CH:13][C:10]([C:11]#[N:12])=[CH:9][N:8]=1.[C:21]([C:23]1[CH:24]=[C:25]([S:30](Cl)(=[O:32])=[O:31])[CH:26]=[CH:27][C:28]=1[F:29])#[N:22]. (5) The reactants are: [F:1][C:2]1[CH:8]=[CH:7][C:5]([NH2:6])=[CH:4][CH:3]=1.N([O-])=O.[Na+].C([O-])(=O)C.[Na+].[OH-].[K+].[CH2:20]([O:22][C:23](=[O:30])[CH:24](CC)[C:25]([CH3:27])=O)[CH3:21]. Given the product [CH2:20]([O:22][C:23]([C:24]1[NH:6][C:5]2[C:7]([C:25]=1[CH3:27])=[CH:8][C:2]([F:1])=[CH:3][CH:4]=2)=[O:30])[CH3:21], predict the reactants needed to synthesize it. (6) Given the product [Cl:1][C:2]1[CH:24]=[CH:23][C:5]([CH2:6][NH:7][C:8]([C:10]2[C:11](=[O:22])[C:12]3[CH:19]=[C:18]([CH2:20][NH:26][CH3:25])[O:17][C:13]=3[N:14]([CH3:16])[CH:15]=2)=[O:9])=[CH:4][CH:3]=1, predict the reactants needed to synthesize it. The reactants are: [Cl:1][C:2]1[CH:24]=[CH:23][C:5]([CH2:6][NH:7][C:8]([C:10]2[C:11](=[O:22])[C:12]3[CH:19]=[C:18]([CH2:20]Cl)[O:17][C:13]=3[N:14]([CH3:16])[CH:15]=2)=[O:9])=[CH:4][CH:3]=1.[CH3:25][NH2:26]. (7) Given the product [F:1][C:2]1[CH:3]=[CH:4][C:5]([C:8]([CH3:14])([CH3:13])[CH2:9][OH:10])=[CH:6][CH:7]=1, predict the reactants needed to synthesize it. The reactants are: [F:1][C:2]1[CH:7]=[CH:6][C:5]([C:8]([CH3:14])([CH3:13])[C:9](OC)=[O:10])=[CH:4][CH:3]=1.[H-].[Al+3].[Li+].[H-].[H-].[H-].[OH-].[Na+]. (8) Given the product [CH:16]([O:19][C:20]1[CH:25]=[CH:24][C:23]([N:26]([CH3:27])[C:2]2[C:11]3[C:6](=[CH:7][CH:8]=[C:9]([N+:12]([O-:14])=[O:13])[CH:10]=3)[N:5]=[C:4]([CH3:15])[N:3]=2)=[CH:22][CH:21]=1)([CH3:18])[CH3:17], predict the reactants needed to synthesize it. The reactants are: Cl[C:2]1[C:11]2[C:6](=[CH:7][CH:8]=[C:9]([N+:12]([O-:14])=[O:13])[CH:10]=2)[N:5]=[C:4]([CH3:15])[N:3]=1.[CH:16]([O:19][C:20]1[CH:25]=[CH:24][C:23]([NH:26][CH3:27])=[CH:22][CH:21]=1)([CH3:18])[CH3:17]. (9) Given the product [Br:11][C:7]1[CH:6]=[C:5]([CH:10]=[CH:9][CH:8]=1)[C:4]([NH:14][NH2:15])=[O:3], predict the reactants needed to synthesize it. The reactants are: C([O:3][C:4](=O)[C:5]1[CH:10]=[CH:9][CH:8]=[C:7]([Br:11])[CH:6]=1)C.O.[NH2:14][NH2:15].